This data is from Full USPTO retrosynthesis dataset with 1.9M reactions from patents (1976-2016). The task is: Predict the reactants needed to synthesize the given product. Given the product [Si:1]([O:8][C:9]1[CH:10]=[C:11]([S:15][C:23]2[CH:22]=[CH:21][N:20]=[C:19]([Cl:18])[CH:24]=2)[CH:12]=[CH:13][CH:14]=1)([C:4]([CH3:7])([CH3:6])[CH3:5])([CH3:3])[CH3:2], predict the reactants needed to synthesize it. The reactants are: [Si:1]([O:8][C:9]1[CH:10]=[C:11]([SH:15])[CH:12]=[CH:13][CH:14]=1)([C:4]([CH3:7])([CH3:6])[CH3:5])([CH3:3])[CH3:2].[H-].[Na+].[Cl:18][C:19]1[CH:24]=[C:23]([N+]([O-])=O)[CH:22]=[CH:21][N:20]=1.